From a dataset of Catalyst prediction with 721,799 reactions and 888 catalyst types from USPTO. Predict which catalyst facilitates the given reaction. (1) Reactant: [C:1]1(=[O:8])[CH2:7][CH2:6][CH2:5][CH2:4][CH2:3][CH2:2]1.O.[Br:10]Br.C(=O)([O-])[O-].[K+].[K+]. Product: [Br:10][CH:2]1[CH2:3][CH2:4][CH2:5][CH2:6][CH2:7][C:1]1=[O:8]. The catalyst class is: 15. (2) Reactant: [C:1]([C:9]1[CH:17]=[CH:16][C:12]([C:13](Cl)=[O:14])=[CH:11][CH:10]=1)(=[O:8])[C:2]1[CH:7]=[CH:6][CH:5]=[CH:4][CH:3]=1.[NH2:18][CH2:19][CH2:20][CH2:21][CH2:22][CH2:23][CH2:24][CH2:25][CH2:26][CH2:27][CH2:28][C:29]([OH:31])=[O:30].[OH-].[Na+].Cl. Product: [C:1]([C:9]1[CH:17]=[CH:16][C:12]([C:13]([NH:18][CH2:19][CH2:20][CH2:21][CH2:22][CH2:23][CH2:24][CH2:25][CH2:26][CH2:27][CH2:28][C:29]([OH:31])=[O:30])=[O:14])=[CH:11][CH:10]=1)(=[O:8])[C:2]1[CH:7]=[CH:6][CH:5]=[CH:4][CH:3]=1. The catalyst class is: 146. (3) The catalyst class is: 5. Product: [CH:19]([N:32]1[CH2:37][CH2:36][N:35]([CH2:1][C:3]2[CH:18]=[CH:17][C:6]([O:7][C:8]3[CH:16]=[CH:15][C:11]([C:12]([NH2:14])=[O:13])=[CH:10][N:9]=3)=[CH:5][CH:4]=2)[CH2:34][CH2:33]1)([C:26]1[CH:31]=[CH:30][CH:29]=[CH:28][CH:27]=1)[C:20]1[CH:25]=[CH:24][CH:23]=[CH:22][CH:21]=1. Reactant: [CH:1]([C:3]1[CH:18]=[CH:17][C:6]([O:7][C:8]2[CH:16]=[CH:15][C:11]([C:12]([NH2:14])=[O:13])=[CH:10][N:9]=2)=[CH:5][CH:4]=1)=O.[CH:19]([N:32]1[CH2:37][CH2:36][NH:35][CH2:34][CH2:33]1)([C:26]1[CH:31]=[CH:30][CH:29]=[CH:28][CH:27]=1)[C:20]1[CH:25]=[CH:24][CH:23]=[CH:22][CH:21]=1.[BH4-].[Na+].